Dataset: Forward reaction prediction with 1.9M reactions from USPTO patents (1976-2016). Task: Predict the product of the given reaction. (1) The product is: [CH3:35][O:34][C:28]1[CH:27]=[C:26]2[C:31](=[CH:30][CH:29]=1)[NH:32][C:33]1[C:19]3([CH2:20][CH2:21][N:17]([CH2:15][CH2:16][O:52][C:47]4[CH:48]=[CH:49][CH:50]=[CH:51][C:46]=4[O:45][CH3:44])[CH2:18]3)[NH:22][CH2:23][CH2:24][C:25]2=1. Given the reactants FC(F)(F)C(O)=O.FC1C=CC(OC[C@@H:15]([N:17]2[CH2:21][CH2:20][C:19]3([C:33]4[NH:32][C:31]5[C:26](=[CH:27][C:28]([O:34][CH3:35])=[CH:29][CH:30]=5)[C:25]=4[CH2:24][CH2:23][NH:22]3)[CH2:18]2)[CH3:16])=CC=1.CS(OC[CH2:44][O:45][C:46]1[CH:51]=[CH:50][CH:49]=[CH:48][C:47]=1[O:52]C)(=O)=O, predict the reaction product. (2) Given the reactants [BrH:1].S[C:3]1[NH:4][C:5]2[CH:11]=[CH:10][CH:9]=[CH:8][C:6]=2[N:7]=1.BrBr, predict the reaction product. The product is: [Br:1][C:3]1[NH:4][C:5]2[CH:11]=[CH:10][CH:9]=[CH:8][C:6]=2[N:7]=1. (3) Given the reactants [CH2:1]([C:9]1[CH:14]=[CH:13][C:12]([OH:15])=[CH:11][CH:10]=1)[CH2:2][CH2:3][CH2:4][CH2:5][CH2:6][CH2:7][CH3:8].C([O-])([O-])=O.[K+].[K+].Br[CH2:23][CH2:24][CH2:25][C:26]([O:28][CH2:29][CH3:30])=[O:27], predict the reaction product. The product is: [CH2:29]([O:28][C:26](=[O:27])[CH2:25][CH2:24][CH2:23][O:15][C:12]1[CH:11]=[CH:10][C:9]([CH2:1][CH2:2][CH2:3][CH2:4][CH2:5][CH2:6][CH2:7][CH3:8])=[CH:14][CH:13]=1)[CH3:30]. (4) Given the reactants [NH2:1][C@@H:2]([CH2:8][CH2:9][CH3:10])[C:3]([O:5][CH2:6][CH3:7])=[O:4].C(N(CC)CC)C.Br[C@H:19]([CH3:41])[C:20]([N:22]1[C:30]2[CH2:29][CH2:28][CH2:27][CH2:26][C:25]=2[CH2:24][C@H:23]1[C:31]([O:33][CH2:34][C:35]1[CH:40]=[CH:39][CH:38]=[CH:37][CH:36]=1)=[O:32])=[O:21], predict the reaction product. The product is: [CH2:6]([O:5][C:3]([C@@H:2]([NH:1][C@@H:19]([CH3:41])[C:20]([N:22]1[C:30]2[CH2:29][CH2:28][CH2:27][CH2:26][C:25]=2[CH2:24][C@H:23]1[C:31]([O:33][CH2:34][C:35]1[CH:36]=[CH:37][CH:38]=[CH:39][CH:40]=1)=[O:32])=[O:21])[CH2:8][CH2:9][CH3:10])=[O:4])[CH3:7].